Dataset: Full USPTO retrosynthesis dataset with 1.9M reactions from patents (1976-2016). Task: Predict the reactants needed to synthesize the given product. (1) Given the product [CH:18]([C:21]1[CH:22]=[CH:23][C:24]([S:27]([NH:30][C:31]2[C:36]([C:37]3[CH:42]=[CH:41][C:40]([CH3:43])=[CH:39][CH:38]=3)=[C:35]([O:16][CH2:15][C:14]#[C:13][CH2:12][OH:17])[N:34]=[C:33]([C:45]3[CH:46]=[CH:47][N:48]=[CH:49][CH:50]=3)[N:32]=2)(=[O:28])=[O:29])=[N:25][CH:26]=1)([CH3:20])[CH3:19], predict the reactants needed to synthesize it. The reactants are: [H-].[Na+].CN1C(=O)N(C)CCC1.[CH2:12]([OH:17])[C:13]#[C:14][CH2:15][OH:16].[CH:18]([C:21]1[CH:22]=[CH:23][C:24]([S:27]([NH:30][C:31]2[C:36]([C:37]3[CH:42]=[CH:41][C:40]([CH3:43])=[CH:39][CH:38]=3)=[C:35](Cl)[N:34]=[C:33]([C:45]3[CH:50]=[CH:49][N:48]=[CH:47][CH:46]=3)[N:32]=2)(=[O:29])=[O:28])=[N:25][CH:26]=1)([CH3:20])[CH3:19]. (2) Given the product [C:10]1([C:16]2[S:35][C:34]([NH:33][C:30]3[CH:31]=[CH:32][C:27]([O:26][CH2:25][CH2:24][N:19]4[CH2:23][CH2:22][CH2:21][CH2:20]4)=[CH:28][CH:29]=3)=[N:36][CH:17]=2)[CH:11]=[CH:12][CH:13]=[CH:14][CH:15]=1, predict the reactants needed to synthesize it. The reactants are: [Si](Br)(C)(C)C.CS(C)=O.[C:10]1([CH2:16][CH:17]=O)[CH:15]=[CH:14][CH:13]=[CH:12][CH:11]=1.[N:19]1([CH2:24][CH2:25][O:26][C:27]2[CH:32]=[CH:31][C:30]([NH:33][C:34]([NH2:36])=[S:35])=[CH:29][CH:28]=2)[CH2:23][CH2:22][CH2:21][CH2:20]1.